This data is from Reaction yield outcomes from USPTO patents with 853,638 reactions. The task is: Predict the reaction yield, written as a fraction of the theoretical maximum amount of product (1.0 means a 100% yield; for example, 0.34 means a 34% yield). (1) The reactants are [C:1]([C:4]1[C:5]([C:34]([F:37])([F:36])[F:35])=[N:6][C:7]([N:10]2[CH2:15][CH2:14][N:13]3[C:16]4[CH:22]=[C:21]([S:23]([CH3:26])(=[O:25])=[O:24])[C:20]([C:27](OC)=[O:28])=[CH:19][C:17]=4[N:18]=[C:12]3[C@H:11]2[CH:31]([CH3:33])[CH3:32])=[N:8][CH:9]=1)(=[O:3])[CH3:2].CC(C[AlH]CC(C)C)C.[NH4+].[Cl-]. The catalyst is C(Cl)Cl. The product is [OH:28][CH2:27][C:20]1[C:21]([S:23]([CH3:26])(=[O:24])=[O:25])=[CH:22][C:16]2[N:13]3[CH2:14][CH2:15][N:10]([C:7]4[N:6]=[C:5]([C:34]([F:37])([F:36])[F:35])[C:4]([CH:1]([OH:3])[CH3:2])=[CH:9][N:8]=4)[CH:11]([CH:31]([CH3:32])[CH3:33])[C:12]3=[N:18][C:17]=2[CH:19]=1. The yield is 0.567. (2) The yield is 0.750. The reactants are [CH2:1]([O:3][C:4](=[O:22])[CH2:5][NH:6][CH2:7][CH2:8][NH:9][S:10]([C:13]1[S:14][C:15]2[CH:21]=[CH:20][CH:19]=[CH:18][C:16]=2[N:17]=1)(=[O:12])=[O:11])[CH3:2].[N:23]1([CH2:32][C:33](O)=[O:34])[CH:31]=[C:29]([CH3:30])[C:27](=[O:28])[NH:26][C:24]1=[O:25].C1C=CC2N(O)N=NC=2C=1.C1CCC(N=C=NC2CCCCC2)CC1.C(N(CC)C(C)C)(C)C. The product is [CH2:1]([O:3][C:4](=[O:22])[CH2:5][N:6]([CH2:7][CH2:8][NH:9][S:10]([C:13]1[S:14][C:15]2[CH:21]=[CH:20][CH:19]=[CH:18][C:16]=2[N:17]=1)(=[O:12])=[O:11])[C:33](=[O:34])[CH2:32][N:23]1[CH:31]=[C:29]([CH3:30])[C:27](=[O:28])[NH:26][C:24]1=[O:25])[CH3:2]. The catalyst is CN(C=O)C. (3) The reactants are COC(C1C=C(O)C2C(=C(N)C=CC=2)N=1)=O.C[O:18][C:19]([C:21]1[CH:30]=[C:29]([OH:31])[C:28]2[C:23](=[C:24]([Br:32])[CH:25]=[CH:26][CH:27]=2)[N:22]=1)=[O:20]. No catalyst specified. The product is [OH:31][C:29]1[C:28]2[C:23](=[C:24]([Br:32])[CH:25]=[CH:26][CH:27]=2)[N:22]=[C:21]([C:19]([OH:20])=[O:18])[CH:30]=1. The yield is 0.320. (4) The reactants are [CH3:1][N:2]([CH3:8])[C@H:3]1[CH2:7][CH2:6][NH:5][CH2:4]1.[Cl:9][C:10]1[CH:18]=[CH:17][C:16](F)=[CH:15][C:11]=1[C:12]([NH2:14])=[O:13].C(=O)([O-])[O-].[K+].[K+].O. The catalyst is CS(C)=O. The product is [Cl:9][C:10]1[CH:18]=[CH:17][C:16]([N:5]2[CH2:6][CH2:7][C@H:3]([N:2]([CH3:8])[CH3:1])[CH2:4]2)=[CH:15][C:11]=1[C:12]([NH2:14])=[O:13]. The yield is 0.594.